Task: Predict the reactants needed to synthesize the given product.. Dataset: Full USPTO retrosynthesis dataset with 1.9M reactions from patents (1976-2016) (1) Given the product [Br:1][C:2]1[CH:7]=[C:6]2[C:5](=[CH:4][CH:3]=1)[O:18][CH:10]([C:11]1[CH:12]=[CH:13][N:14]=[CH:15][CH:16]=1)[CH2:9][C:8]2=[O:17], predict the reactants needed to synthesize it. The reactants are: [Br:1][C:2]1[CH:3]=[CH:4][C:5]([OH:18])=[C:6]([C:8](=[O:17])/[CH:9]=[CH:10]/[C:11]2[CH:16]=[CH:15][N:14]=[CH:13][CH:12]=2)[CH:7]=1.[OH-].[Na+]. (2) Given the product [CH2:8]([O:15][C:16]([NH:18][C:19]([N:5]1[CH2:6][CH2:7][CH:3]([CH2:2][OH:1])[CH2:4]1)=[NH:22])=[O:17])[C:9]1[CH:14]=[CH:13][CH:12]=[CH:11][CH:10]=1, predict the reactants needed to synthesize it. The reactants are: [OH:1][CH2:2][CH:3]1[CH2:7][CH2:6][NH:5][CH2:4]1.[CH2:8]([O:15][C:16]([NH:18][C:19](=[NH:22])OC)=[O:17])[C:9]1[CH:14]=[CH:13][CH:12]=[CH:11][CH:10]=1. (3) Given the product [Cl:19][C:5]1[C:6]([NH:8][C:9]2[CH:10]=[C:11]([CH2:15][CH2:16][C:17]#[N:18])[CH:12]=[CH:13][CH:14]=2)=[N:7][C:2]([NH:20][C:21]2[CH:34]=[CH:33][C:24]3[CH2:25][CH2:26][CH2:27][C:28](=[O:32])[N:29]([CH2:30][CH3:31])[C:23]=3[CH:22]=2)=[N:3][CH:4]=1, predict the reactants needed to synthesize it. The reactants are: Cl[C:2]1[N:7]=[C:6]([NH:8][C:9]2[CH:10]=[C:11]([CH2:15][CH2:16][C:17]#[N:18])[CH:12]=[CH:13][CH:14]=2)[C:5]([Cl:19])=[CH:4][N:3]=1.[NH2:20][C:21]1[CH:34]=[CH:33][C:24]2[CH2:25][CH2:26][CH2:27][C:28](=[O:32])[N:29]([CH2:30][CH3:31])[C:23]=2[CH:22]=1. (4) Given the product [C:13]([NH:1][C@H:2]([C:8]([OH:10])=[O:9])[CH2:3][CH2:4][C:5]([OH:11])=[O:7])(=[O:24])[CH2:14][CH2:15][CH2:16][CH2:17][CH2:18][CH2:19][CH2:20][CH2:21][CH:22]=[CH2:23], predict the reactants needed to synthesize it. The reactants are: [NH2:1][C@H:2]([C:8]([OH:10])=[O:9])[CH2:3][CH2:4][C:5](=[O:7])N.[OH-:11].[K+].[C:13](Cl)(=[O:24])[CH2:14][CH2:15][CH2:16][CH2:17][CH2:18][CH2:19][CH2:20][CH2:21][CH:22]=[CH2:23].Cl. (5) Given the product [C:1]([O:5][C:6]([N:8]1[CH2:13][CH2:12][CH:11]([C:14]2[CH:19]=[C:18]([CH3:20])[C:17]([C:21]([O:23][CH3:24])=[O:22])=[CH:16][C:15]=2[C:25]([F:28])([F:26])[F:27])[CH2:10][CH2:9]1)=[O:7])([CH3:4])([CH3:2])[CH3:3], predict the reactants needed to synthesize it. The reactants are: [C:1]([O:5][C:6]([N:8]1[CH2:13][CH:12]=[C:11]([C:14]2[CH:19]=[C:18]([CH3:20])[C:17]([C:21]([O:23][CH3:24])=[O:22])=[CH:16][C:15]=2[C:25]([F:28])([F:27])[F:26])[CH2:10][CH2:9]1)=[O:7])([CH3:4])([CH3:3])[CH3:2]. (6) Given the product [ClH:1].[S:13]1[CH:14]=[CH:15][C:16]2[C:8]([N:2]3[CH2:7][CH2:6][NH:5][CH2:4][CH2:3]3)=[CH:9][CH:10]=[CH:11][C:12]1=2, predict the reactants needed to synthesize it. The reactants are: [ClH:1].[N:2]1([C:8]2[C:16]3[CH:15]=[C:14](C(O)=O)[S:13][C:12]=3[CH:11]=[CH:10][CH:9]=2)[CH2:7][CH2:6][NH:5][CH2:4][CH2:3]1.C1(OC2C=CC=CC=2)C=CC=CC=1. (7) Given the product [F:24][C:22]([F:23])([F:25])[O:21][C:18]1[CH:17]=[CH:16][C:15]([C:14]([CH:11]2[CH2:12][CH2:13][NH:8][CH2:9][CH2:10]2)=[O:26])=[CH:20][CH:19]=1, predict the reactants needed to synthesize it. The reactants are: C([N:8]1[CH2:13][CH2:12][CH:11]([C:14](=[O:26])[C:15]2[CH:20]=[CH:19][C:18]([O:21][C:22]([F:25])([F:24])[F:23])=[CH:17][CH:16]=2)[CH2:10][CH2:9]1)C1C=CC=CC=1.ClC(OCCCl)=O.